From a dataset of Forward reaction prediction with 1.9M reactions from USPTO patents (1976-2016). Predict the product of the given reaction. (1) The product is: [CH3:20][O:19][C:17](=[O:18])[CH2:16][C:7]1[C:8]([CH3:15])=[C:9]([C:12]([N:31]2[CH2:30][CH2:29][N:28]([C:25]3[CH:24]=[CH:23][C:22]([F:21])=[CH:27][CH:26]=3)[CH2:33][CH2:32]2)=[O:14])[C:10]2[C:5](=[CH:4][CH:3]=[C:2]([F:1])[CH:11]=2)[CH:6]=1. Given the reactants [F:1][C:2]1[CH:11]=[C:10]2[C:5]([CH:6]=[C:7]([CH2:16][C:17]([O:19][CH3:20])=[O:18])[C:8]([CH3:15])=[C:9]2[C:12]([OH:14])=O)=[CH:4][CH:3]=1.[F:21][C:22]1[CH:27]=[CH:26][C:25]([N:28]2[CH2:33][CH2:32][NH:31][CH2:30][CH2:29]2)=[CH:24][CH:23]=1.F[P-](F)(F)(F)(F)F.Br[P+](N1CCCC1)(N1CCCC1)N1CCCC1.C(N(CC)C(C)C)(C)C, predict the reaction product. (2) Given the reactants [CH2:1]([O:3][C:4]1[CH:5]=[C:6]([CH:9]=[CH:10][C:11]=1[OH:12])[CH:7]=[O:8])[CH3:2].C1C=CC(N([S:20]([C:23]([F:26])([F:25])[F:24])(=[O:22])=[O:21])[S:20]([C:23]([F:26])([F:25])[F:24])(=[O:22])=[O:21])=CC=1, predict the reaction product. The product is: [F:24][C:23]([F:26])([F:25])[S:20]([O:12][C:11]1[CH:10]=[CH:9][C:6]([CH:7]=[O:8])=[CH:5][C:4]=1[O:3][CH2:1][CH3:2])(=[O:22])=[O:21]. (3) Given the reactants Cl[C:2]1[N:3]=[CH:4][C:5]2[N:11]([CH3:12])[C:10](=[O:13])[CH2:9][CH2:8][N:7]([CH:14]3[CH2:18][CH2:17][CH2:16][CH2:15]3)[C:6]=2[N:19]=1.Cl.[NH2:21][C:22]1[CH:30]=[CH:29][C:25]([C:26]([OH:28])=[O:27])=[CH:24][C:23]=1[O:31][CH3:32], predict the reaction product. The product is: [CH:14]1([N:7]2[CH2:8][CH2:9][C:10](=[O:13])[N:11]([CH3:12])[C:5]3[CH:4]=[N:3][C:2]([NH:21][C:22]4[CH:30]=[CH:29][C:25]([C:26]([OH:28])=[O:27])=[CH:24][C:23]=4[O:31][CH3:32])=[N:19][C:6]2=3)[CH2:18][CH2:17][CH2:16][CH2:15]1. (4) Given the reactants C(OC([N:8]1[CH2:13][CH2:12][N:11]([C:14]([C:16]2[C:20]3=[N:21][CH:22]=[C:23]([CH3:25])[CH:24]=[C:19]3[N:18]([C:26]3[CH:31]=[CH:30][CH:29]=[CH:28][CH:27]=3)[C:17]=2[O:32][C:33]2[CH:38]=[C:37]([F:39])[CH:36]=[CH:35][C:34]=2[CH3:40])=[O:15])[CH2:10][CH2:9]1)=O)(C)(C)C.Cl.Cl.Cl.FC1C=CC(C)=C(C=1)OC1N(C2C=CC=CC=2)C2C(=NC=C(C)C=2)C=1C(N1CCNCC1)=O, predict the reaction product. The product is: [F:39][C:37]1[CH:36]=[CH:35][C:34]([CH3:40])=[C:33]([CH:38]=1)[O:32][C:17]1[N:18]([C:26]2[CH:27]=[CH:28][CH:29]=[CH:30][CH:31]=2)[C:19]2[C:20](=[N:21][CH:22]=[C:23]([CH3:25])[CH:24]=2)[C:16]=1[C:14]([N:11]1[CH2:10][CH2:9][NH:8][CH2:13][CH2:12]1)=[O:15]. (5) Given the reactants [C:1]1([C:38]2[CH:43]=[CH:42][CH:41]=[CH:40][CH:39]=2)[CH:6]=[CH:5][CH:4]=[CH:3][C:2]=1[NH:7][C:8]([O:10][CH:11]1[CH2:16][CH2:15][N:14]([CH2:17][CH2:18][N:19]([CH3:37])[C:20](=[O:36])[CH2:21][CH2:22][CH2:23][CH2:24][CH2:25][NH:26][C:27]2[CH:35]=[CH:34][C:30]([C:31](O)=[O:32])=[CH:29][CH:28]=2)[CH2:13][CH2:12]1)=[O:9].[N:44]1([C:50]([O:52][C:53]([CH3:56])([CH3:55])[CH3:54])=[O:51])[CH2:49][CH2:48][NH:47][CH2:46][CH2:45]1.C(N(CC)CC)C.Cl.C(N=C=NCCCN(C)C)C, predict the reaction product. The product is: [C:1]1([C:38]2[CH:43]=[CH:42][CH:41]=[CH:40][CH:39]=2)[CH:6]=[CH:5][CH:4]=[CH:3][C:2]=1[NH:7][C:8]([O:10][CH:11]1[CH2:12][CH2:13][N:14]([CH2:17][CH2:18][N:19]([CH3:37])[C:20](=[O:36])[CH2:21][CH2:22][CH2:23][CH2:24][CH2:25][NH:26][C:27]2[CH:35]=[CH:34][C:30]([C:31]([N:47]3[CH2:48][CH2:49][N:44]([C:50]([O:52][C:53]([CH3:56])([CH3:55])[CH3:54])=[O:51])[CH2:45][CH2:46]3)=[O:32])=[CH:29][CH:28]=2)[CH2:15][CH2:16]1)=[O:9]. (6) Given the reactants [Br:1][C:2]1[C:11]2[C:6](=[CH:7][C:8]([C:12]3[O:16][C:15]([C:17]4[C:21]5[CH:22]=[CH:23][CH:24]=[CH:25][C:20]=5[O:19][C:18]=4[CH2:26][CH2:27][CH2:28][CH3:29])=[N:14][CH:13]=3)=[CH:9][CH:10]=2)[CH:5]=[CH:4][C:3]=1[O:30][CH2:31][C:32]#[N:33].[N-:34]=[N+:35]=[N-:36].[Na+].[Cl-].[NH4+], predict the reaction product. The product is: [Br:1][C:2]1[C:11]2[C:6](=[CH:7][C:8]([C:12]3[O:16][C:15]([C:17]4[C:21]5[CH:22]=[CH:23][CH:24]=[CH:25][C:20]=5[O:19][C:18]=4[CH2:26][CH2:27][CH2:28][CH3:29])=[N:14][CH:13]=3)=[CH:9][CH:10]=2)[CH:5]=[CH:4][C:3]=1[O:30][CH2:31][C:32]1[NH:36][N:35]=[N:34][N:33]=1. (7) Given the reactants [NH2:1][C:2]1[CH:7]=[CH:6][C:5]([C:8]2[C:16]3[C:11](=[CH:12][C:13]([F:17])=[CH:14][CH:15]=3)[N:10]([S:18]([C:21]3[CH:26]=[CH:25][CH:24]=[CH:23][CH:22]=3)(=[O:20])=[O:19])[CH:9]=2)=[CH:4][C:3]=1[OH:27].[CH3:28][O:29][C:30](OC)(OC)OC.C1(C)C=CC(S(O)(=O)=O)=CC=1, predict the reaction product. The product is: [F:17][C:13]1[CH:12]=[C:11]2[C:16]([C:8]([C:5]3[CH:6]=[CH:7][C:2]4[N:1]=[C:28]([O:29][CH3:30])[O:27][C:3]=4[CH:4]=3)=[CH:9][N:10]2[S:18]([C:21]2[CH:26]=[CH:25][CH:24]=[CH:23][CH:22]=2)(=[O:20])=[O:19])=[CH:15][CH:14]=1. (8) Given the reactants [CH:1]1[CH:6]=[CH:5][C:4]([CH2:7][O:8][C:9](Cl)=[O:10])=[CH:3][CH:2]=1.Cl.[OH:13][C@H:14]1[CH2:18][NH:17][C@H:16]([C:19]([O:21][CH2:22][CH3:23])=[O:20])[CH2:15]1, predict the reaction product. The product is: [OH:13][C@H:14]1[CH2:18][N:17]([C:9]([O:8][CH2:7][C:4]2[CH:5]=[CH:6][CH:1]=[CH:2][CH:3]=2)=[O:10])[C@H:16]([C:19]([O:21][CH2:22][CH3:23])=[O:20])[CH2:15]1. (9) Given the reactants C([O:8][C:9]1[CH:14]=[CH:13][C:12]2[C:15]3([CH2:38][O:39][C:11]=2[CH:10]=1)[C:23]1[C:18](=[CH:19][CH:20]=[CH:21][CH:22]=1)[N:17]([CH:24]([C:31]1[CH:36]=[CH:35][CH:34]=[CH:33][CH:32]=1)[C:25]1[CH:30]=[CH:29][CH:28]=[CH:27][CH:26]=1)[C:16]3=[O:37])C1C=CC=CC=1, predict the reaction product. The product is: [C:31]1([CH:24]([C:25]2[CH:30]=[CH:29][CH:28]=[CH:27][CH:26]=2)[N:17]2[C:18]3[C:23](=[CH:22][CH:21]=[CH:20][CH:19]=3)[C:15]3([C:12]4[CH:13]=[CH:14][C:9]([OH:8])=[CH:10][C:11]=4[O:39][CH2:38]3)[C:16]2=[O:37])[CH:32]=[CH:33][CH:34]=[CH:35][CH:36]=1.